This data is from Forward reaction prediction with 1.9M reactions from USPTO patents (1976-2016). The task is: Predict the product of the given reaction. (1) Given the reactants [F:1][C:2]1[CH:3]=[CH:4][C:5]([NH2:8])=[N:6][CH:7]=1.[H-].[Na+].Br[C:12]1[C:13]2[N:14]([C:19]([C:22]([NH:24][C:25]3[CH:30]=[CH:29][N:28]=[CH:27][C:26]=3[F:31])=[O:23])=[CH:20][N:21]=2)[N:15]=[C:16]([Cl:18])[CH:17]=1.O, predict the reaction product. The product is: [Cl:18][C:16]1[CH:17]=[C:12]([NH:8][C:5]2[CH:4]=[CH:3][C:2]([F:1])=[CH:7][N:6]=2)[C:13]2[N:14]([C:19]([C:22]([NH:24][C:25]3[CH:30]=[CH:29][N:28]=[CH:27][C:26]=3[F:31])=[O:23])=[CH:20][N:21]=2)[N:15]=1. (2) Given the reactants Br[C:2]1[CH:7]=[CH:6][C:5]([C:8]2[N:13]=[CH:12][C:11]([OH:14])=[CH:10][N:9]=2)=[CH:4][CH:3]=1.[Na+].[CH3:16][S:17]([O-:19])=[O:18], predict the reaction product. The product is: [CH3:16][S:17]([C:2]1[CH:7]=[CH:6][C:5]([C:8]2[N:13]=[CH:12][C:11]([OH:14])=[CH:10][N:9]=2)=[CH:4][CH:3]=1)(=[O:19])=[O:18]. (3) Given the reactants [Cl:1][C:2]1[CH:3]=[C:4]([N:10]2[C:14]([CH3:15])=[C:13]([CH2:16][C:17]3[CH:25]=[CH:24][C:20]([C:21]([OH:23])=O)=[CH:19][CH:18]=3)[C:12]([CH3:26])=[N:11]2)[CH:5]=[CH:6][C:7]=1[C:8]#[N:9].[C:27]([NH:32][NH2:33])(=[O:31])[C:28]([NH2:30])=[O:29].[Cl-].COC1N=C(OC)N=C([N+]2(C)CCOCC2)N=1, predict the reaction product. The product is: [Cl:1][C:2]1[CH:3]=[C:4]([N:10]2[C:14]([CH3:15])=[C:13]([CH2:16][C:17]3[CH:25]=[CH:24][C:20]([C:21]([NH:33][NH:32][C:27](=[O:31])[C:28]([NH2:30])=[O:29])=[O:23])=[CH:19][CH:18]=3)[C:12]([CH3:26])=[N:11]2)[CH:5]=[CH:6][C:7]=1[C:8]#[N:9]. (4) Given the reactants FC(F)(F)C(O)=O.[O:8]([C:15]1[CH:20]=[CH:19][C:18]([CH2:21][CH2:22][NH:23][CH2:24][C:25]2[CH:30]=[CH:29][C:28]([CH:31]3[S:35](=[O:37])(=[O:36])[NH:34][C:33](=[O:38])[CH2:32]3)=[CH:27][CH:26]=2)=[CH:17][CH:16]=1)[C:9]1[CH:14]=[CH:13][CH:12]=[CH:11][CH:10]=1.[C:39]([N:43]=[C:44]=[O:45])([CH3:42])([CH3:41])[CH3:40], predict the reaction product. The product is: [C:39]([NH:43][C:44](=[O:45])[N:23]([CH2:24][C:25]1[CH:30]=[CH:29][C:28]([CH:31]2[S:35](=[O:37])(=[O:36])[NH:34][C:33](=[O:38])[CH2:32]2)=[CH:27][CH:26]=1)[CH2:22][CH2:21][C:18]1[CH:17]=[CH:16][C:15]([O:8][C:9]2[CH:14]=[CH:13][CH:12]=[CH:11][CH:10]=2)=[CH:20][CH:19]=1)([CH3:42])([CH3:41])[CH3:40]. (5) The product is: [OH:20][CH2:21][CH2:22][CH2:23][C:24]1[CH:29]=[C:28]([C:2]2[N:3]=[C:4]3[C:10]([C:11]([C:13]4([CH3:19])[CH2:18][CH2:17][CH2:16][CH2:15][CH2:14]4)=[O:12])=[CH:9][NH:8][C:5]3=[N:6][CH:7]=2)[CH:27]=[CH:26][CH:25]=1. Given the reactants Br[C:2]1[N:3]=[C:4]2[C:10]([C:11]([C:13]3([CH3:19])[CH2:18][CH2:17][CH2:16][CH2:15][CH2:14]3)=[O:12])=[CH:9][NH:8][C:5]2=[N:6][CH:7]=1.[OH:20][CH2:21][CH2:22][CH2:23][C:24]1[CH:25]=[C:26](B(O)O)[CH:27]=[CH:28][CH:29]=1, predict the reaction product. (6) Given the reactants [CH3:1][C:2]1[C:3]([CH:8]2[CH2:13][CH2:12][CH2:11][CH:10]([C:14]3[C:19]([CH3:20])=[CH:18][CH:17]=[CH:16][N:15]=3)[NH:9]2)=[N:4][CH:5]=[CH:6][CH:7]=1.[CH3:21][O:22][C:23](=[O:34])[C:24]1[CH:29]=[C:28]([C:30]#[N:31])[CH:27]=[CH:26][C:25]=1[CH2:32]Br, predict the reaction product. The product is: [CH3:21][O:22][C:23](=[O:34])[C:24]1[CH:29]=[C:28]([C:30]#[N:31])[CH:27]=[CH:26][C:25]=1[CH2:32][N:9]1[CH:8]([C:3]2[C:2]([CH3:1])=[CH:7][CH:6]=[CH:5][N:4]=2)[CH2:13][CH2:12][CH2:11][CH:10]1[C:14]1[C:19]([CH3:20])=[CH:18][CH:17]=[CH:16][N:15]=1. (7) Given the reactants Cl.[F:2][C:3]12[CH2:11][CH:7]3[CH2:8][CH:9]([CH2:10]1)[C:5]([NH2:12])([CH2:6]3)[CH2:4]2.C([O-])([O-])=O.[K+].[K+].Cl[CH2:20][C:21]([N:23]1[CH2:27][CH2:26][CH2:25][C@H:24]1[C:28]#[N:29])=[O:22], predict the reaction product. The product is: [F:2][C:3]12[CH2:11][CH:7]3[CH2:6][C:5]([NH:12][CH2:20][C:21]([N:23]4[CH2:27][CH2:26][CH2:25][C@H:24]4[C:28]#[N:29])=[O:22])([CH2:4]1)[CH:9]([CH2:8]3)[CH2:10]2. (8) Given the reactants [CH3:1][C:2]1[N:6]([CH2:7][C:8]([OH:10])=O)[N:5]=[C:4]([C:11]([F:14])([F:13])[F:12])[N:3]=1.[F:15][C:16]1[CH:21]=[CH:20][C:19]([N:22]2[C:30]3[CH2:29][CH2:28][CH2:27][NH:26][C:25]=3[CH:24]=[N:23]2)=[CH:18][CH:17]=1, predict the reaction product. The product is: [F:15][C:16]1[CH:17]=[CH:18][C:19]([N:22]2[C:30]3[CH2:29][CH2:28][CH2:27][N:26]([C:8](=[O:10])[CH2:7][N:6]4[C:2]([CH3:1])=[N:3][C:4]([C:11]([F:14])([F:13])[F:12])=[N:5]4)[C:25]=3[CH:24]=[N:23]2)=[CH:20][CH:21]=1. (9) Given the reactants [CH3:1][O:2][C:3]1[CH:8]=[CH:7][C:6]([C:9]([NH:24][C:25]2[O:26][CH2:27][C@H:28]([F:40])[C@:29]([C:32]3[CH:37]=[C:36](Br)[CH:35]=[CH:34][C:33]=3[F:39])([CH3:31])[N:30]=2)([C:16]2[CH:21]=[CH:20][C:19]([O:22][CH3:23])=[CH:18][CH:17]=2)[C:10]2[CH:15]=[CH:14][CH:13]=[CH:12][CH:11]=2)=[CH:5][CH:4]=1.[F:41][CH:42]([F:51])[O:43][C:44]1[CH:50]=[CH:49][CH:48]=[CH:47][C:45]=1[NH2:46], predict the reaction product. The product is: [CH3:1][O:2][C:3]1[CH:8]=[CH:7][C:6]([C:9]([NH:24][C:25]2[O:26][CH2:27][C@H:28]([F:40])[C@:29]([C:32]3[CH:37]=[C:36]([NH:46][C:45]4[CH:47]=[CH:48][CH:49]=[CH:50][C:44]=4[O:43][CH:42]([F:41])[F:51])[CH:35]=[CH:34][C:33]=3[F:39])([CH3:31])[N:30]=2)([C:16]2[CH:21]=[CH:20][C:19]([O:22][CH3:23])=[CH:18][CH:17]=2)[C:10]2[CH:15]=[CH:14][CH:13]=[CH:12][CH:11]=2)=[CH:5][CH:4]=1. (10) Given the reactants Cl.[Cl:2][C:3]1[C:4]([F:11])=[C:5]([NH:9]N)[CH:6]=[CH:7][CH:8]=1.[CH3:12][O:13][C:14](=[O:24])[C:15]1[CH:20]=[CH:19][C:18]([C:21](=O)[CH3:22])=[CH:17][CH:16]=1.C(O)(=O)C, predict the reaction product. The product is: [CH3:12][O:13][C:14](=[O:24])[C:15]1[CH:20]=[CH:19][C:18]([C:21]2[NH:9][C:5]3[C:6]([CH:22]=2)=[CH:7][CH:8]=[C:3]([Cl:2])[C:4]=3[F:11])=[CH:17][CH:16]=1.